This data is from Forward reaction prediction with 1.9M reactions from USPTO patents (1976-2016). The task is: Predict the product of the given reaction. (1) The product is: [Cl:1][C:2]1[C:3]([C:4]([OH:6])=[O:5])=[CH:7][CH:8]=[C:9]([C:11]([OH:20])=[O:12])[N:10]=1. Given the reactants [Cl:1][C:2]1[N:10]=[C:9]([CH3:11])[CH:8]=[CH:7][C:3]=1[C:4]([OH:6])=[O:5].[OH-:12].[K+].[Mn]([O-])(=O)(=O)=O.[K+].[OH2:20], predict the reaction product. (2) Given the reactants [C:1]([O:5][C:6](=[O:23])[NH:7][CH:8]([C:15]1[CH:20]=[CH:19][C:18]([Cl:21])=[C:17]([Cl:22])[CH:16]=1)[C:9](=[O:14])N(OC)C)([CH3:4])([CH3:3])[CH3:2].Br[C:25]1[C:26]([CH3:37])=[N:27][C:28]([O:31][CH:32]2[CH2:36][CH2:35][O:34][CH2:33]2)=[CH:29][CH:30]=1, predict the reaction product. The product is: [C:1]([O:5][C:6](=[O:23])[NH:7][CH:8]([C:15]1[CH:20]=[CH:19][C:18]([Cl:21])=[C:17]([Cl:22])[CH:16]=1)[C:9]([C:25]1[C:26]([CH3:37])=[N:27][C:28]([O:31][CH:32]2[CH2:36][CH2:35][O:34][CH2:33]2)=[CH:29][CH:30]=1)=[O:14])([CH3:2])([CH3:3])[CH3:4].